This data is from Reaction yield outcomes from USPTO patents with 853,638 reactions. The task is: Predict the reaction yield, written as a fraction of the theoretical maximum amount of product (1.0 means a 100% yield; for example, 0.34 means a 34% yield). (1) The reactants are Br[C:2]1[C:10]2[C:5](=[C:6]([F:11])[N:7]=[CH:8][CH:9]=2)[S:4][CH:3]=1.[B:12]1([B:12]2[O:16][C:15]([CH3:18])([CH3:17])[C:14]([CH3:20])([CH3:19])[O:13]2)[O:16][C:15]([CH3:18])([CH3:17])[C:14]([CH3:20])([CH3:19])[O:13]1.C([O-])(=O)C.[K+]. The catalyst is O1CCOCC1.ClCCl. The product is [F:11][C:6]1[N:7]=[CH:8][CH:9]=[C:10]2[C:2]([B:12]3[O:16][C:15]([CH3:18])([CH3:17])[C:14]([CH3:20])([CH3:19])[O:13]3)=[CH:3][S:4][C:5]=12. The yield is 0.870. (2) The reactants are [C:1](Cl)([Cl:3])=[O:2].C[N:6]([CH3:9])[CH:7]=O.COC(OC)[CH2:13][CH2:14][CH2:15][CH2:16][CH2:17][C:18](OC)=O.[CH:24]1CC[CH2:28][CH2:27][CH2:26][CH:25]=1.C1CCCCC=1.[O:37]=CCCCCC(OC)=O.COC(OC)CCCCC=O.COC(OC)CCCCC(OC)=O.Cl.Cl.[NH2:73][C:74]1[CH:79]=[CH:78][CH:77]=[CH:76][CH:75]=1. The catalyst is C1(C)C=CC=CC=1.O. The product is [ClH:3].[C:9]1([NH:6][CH:7]=[C:79](/[CH:74]=[N:73]/[C:18]2[CH:17]=[CH:16][CH:15]=[CH:14][CH:13]=2)[CH2:78][CH2:77][CH2:76][CH2:75][C:1]([OH:2])=[O:37])[CH:28]=[CH:27][CH:26]=[CH:25][CH:24]=1. The yield is 0.230. (3) The reactants are [F:1][C:2]1[CH:7]=[C:6]([N+:8]([O-:10])=[O:9])[CH:5]=[C:4]([F:11])[CH:3]=1.[CH3:12][Si:13](Cl)([CH3:15])[CH3:14].C[Si](C)(C)[N-][Si](C)(C)C.[Na+].O. The catalyst is C1COCC1.C(OCC)(=O)C. The product is [F:1][C:2]1[CH:7]=[C:6]([N+:8]([O-:10])=[O:9])[CH:5]=[C:4]([F:11])[C:3]=1[Si:13]([CH3:15])([CH3:14])[CH3:12]. The yield is 0.800. (4) The reactants are CS(O[CH2:6][CH2:7][C:8]([CH3:24])([N:10]1[CH:14]=[C:13]([C:15]2[C:16]3[CH:23]=[CH:22][NH:21][C:17]=3[N:18]=[CH:19][N:20]=2)[CH:12]=[N:11]1)[CH3:9])(=O)=O.[CH3:25][N:26](C=O)C.[C-]#N.[Na+]. The catalyst is O. The product is [CH3:9][C:8]([N:10]1[CH:14]=[C:13]([C:15]2[C:16]3[CH:23]=[CH:22][NH:21][C:17]=3[N:18]=[CH:19][N:20]=2)[CH:12]=[N:11]1)([CH3:24])[CH2:7][CH2:6][C:25]#[N:26]. The yield is 0.590. (5) The reactants are [Mg].Br[C:3]1[CH:8]=[CH:7][C:6]([F:9])=[CH:5][CH:4]=1.[CH3:10][C:11]1[CH:18]=[C:17]([CH3:19])[CH:16]=[CH:15][C:12]=1[CH:13]=[O:14].[Cl-].[NH4+]. The catalyst is C1COCC1.II.BrC1C=CC(F)=CC=1. The product is [CH3:10][C:11]1[CH:18]=[C:17]([CH3:19])[CH:16]=[CH:15][C:12]=1[CH:13]([C:3]1[CH:8]=[CH:7][C:6]([F:9])=[CH:5][CH:4]=1)[OH:14]. The yield is 1.00.